From a dataset of Peptide-MHC class I binding affinity with 185,985 pairs from IEDB/IMGT. Regression. Given a peptide amino acid sequence and an MHC pseudo amino acid sequence, predict their binding affinity value. This is MHC class I binding data. The binding affinity (normalized) is 0.358. The peptide sequence is WCSQTSYQYL. The MHC is HLA-A01:01 with pseudo-sequence HLA-A01:01.